From a dataset of Reaction yield outcomes from USPTO patents with 853,638 reactions. Predict the reaction yield, written as a fraction of the theoretical maximum amount of product (1.0 means a 100% yield; for example, 0.34 means a 34% yield). The reactants are [CH2:1]([O:8][C:9]([CH2:11][CH2:12][CH2:13]OC1C=CC(B(O)O)=CC=1)=[O:10])[C:2]1[CH:7]=[CH:6][CH:5]=[CH:4][CH:3]=1.[B:24]([C:27]1[CH:32]=[CH:31][C:30]([CH2:33]CCCC(O)=O)=[CH:29][CH:28]=1)([OH:26])[OH:25].C(Br)C1C=CC=CC=1. No catalyst specified. The product is [CH2:1]([O:8][C:9](=[O:10])[CH2:11][CH2:12][CH2:13][CH2:33][C:30]1[CH:31]=[CH:32][C:27]([B:24]([OH:26])[OH:25])=[CH:28][CH:29]=1)[C:2]1[CH:3]=[CH:4][CH:5]=[CH:6][CH:7]=1. The yield is 0.790.